From a dataset of Full USPTO retrosynthesis dataset with 1.9M reactions from patents (1976-2016). Predict the reactants needed to synthesize the given product. (1) Given the product [Cl:1][C:2]1[N:3]=[C:4]([O:8][C:9]2[C:15]([CH3:16])=[CH:14][C:12]([N:13]=[CH:20][N:21]([CH2:22][CH3:23])[CH3:24])=[C:11]([CH3:17])[CH:10]=2)[S:5][C:6]=1[Cl:7], predict the reactants needed to synthesize it. The reactants are: [Cl:1][C:2]1[N:3]=[C:4]([O:8][C:9]2[C:15]([CH3:16])=[CH:14][C:12]([NH2:13])=[C:11]([CH3:17])[CH:10]=2)[S:5][C:6]=1[Cl:7].CO[CH:20](OC)[N:21]([CH3:24])[CH2:22][CH3:23].C1CCCCC1.C(OCC)(=O)C. (2) Given the product [C:22]([O:21][C:20]([NH:19][C:15]1([C:12]2[CH:11]=[CH:10][C:9]([B:4]([OH:5])[OH:3])=[CH:14][CH:13]=2)[CH2:18][CH2:17][CH2:16]1)=[O:26])([CH3:25])([CH3:23])[CH3:24], predict the reactants needed to synthesize it. The reactants are: CC1(C)C(C)(C)[O:5][B:4]([C:9]2[CH:14]=[CH:13][C:12]([C:15]3([NH:19][C:20](=[O:26])[O:21][C:22]([CH3:25])([CH3:24])[CH3:23])[CH2:18][CH2:17][CH2:16]3)=[CH:11][CH:10]=2)[O:3]1.C([O-])(=O)C.[NH4+].I([O-])(=O)(=O)=O.[Na+].O. (3) The reactants are: C[O:2][C:3](=O)[C:4]1[CH:9]=[CH:8][CH:7]=[C:6]([CH:10]2[CH2:15][CH2:14][N:13]([CH2:16][CH2:17][CH3:18])[CH2:12][CH2:11]2)[CH:5]=1.C([NH2:22])=O.C[O-].[Na+]. Given the product [CH2:16]([N:13]1[CH2:14][CH2:15][CH:10]([C:6]2[CH:5]=[C:4]([CH:9]=[CH:8][CH:7]=2)[C:3]([NH2:22])=[O:2])[CH2:11][CH2:12]1)[CH2:17][CH3:18], predict the reactants needed to synthesize it. (4) Given the product [Br:20][C:17]1[CH:18]=[CH:19][C:14]([C:13]([CH:10]2[CH2:11][CH2:12][NH:8][CH2:9]2)=[O:21])=[CH:15][CH:16]=1, predict the reactants needed to synthesize it. The reactants are: C(OC([N:8]1[CH2:12][CH2:11][CH:10]([C:13](=[O:21])[C:14]2[CH:19]=[CH:18][C:17]([Br:20])=[CH:16][CH:15]=2)[CH2:9]1)=O)(C)(C)C. (5) Given the product [CH3:16][C:12]1[C:13](=[O:15])[O:14][C:9]([C:8]2[O:27][C:26]3[CH:13]=[CH:12][C:11]([O:4][CH3:1])=[CH:10][C:9]=3[CH:8]=2)=[C:10]([CH3:21])[C:11]=1[OH:17], predict the reactants needed to synthesize it. The reactants are: [C:1]([O-:4])([O-])=O.[K+].[K+].Br[CH2:8][C:9]1[O:14][C:13](=[O:15])[C:12]([CH3:16])=[C:11]([O:17]COC)[C:10]=1[CH3:21].Cl.CN([CH:26]=[O:27])C. (6) Given the product [Cl:1][C:2]1[CH:11]=[C:10]2[C:5]([CH2:6][CH2:7][N:8]=[C:9]2[CH:17]2[CH2:22][CH2:21][CH2:20][CH2:19][CH2:18]2)=[CH:4][CH:3]=1, predict the reactants needed to synthesize it. The reactants are: [Cl:1][C:2]1[CH:11]=[C:10]2[C:5]([CH2:6][CH2:7][N:8]3C(=O)C(=O)O[C:9]32[CH:17]2[CH2:22][CH2:21][CH2:20][CH2:19][CH2:18]2)=[CH:4][CH:3]=1.S(=O)(=O)(O)O. (7) Given the product [F:1][C:2]1[CH:25]=[CH:24][CH:23]=[C:22]([F:26])[C:3]=1[CH2:4][O:5][C:6]1[N:11]2[N:12]=[C:13]([CH3:20])[C:14]([C:15]([OH:17])=[O:16])=[C:10]2[CH:9]=[C:8]([CH3:21])[CH:7]=1, predict the reactants needed to synthesize it. The reactants are: [F:1][C:2]1[CH:25]=[CH:24][CH:23]=[C:22]([F:26])[C:3]=1[CH2:4][O:5][C:6]1[N:11]2[N:12]=[C:13]([CH3:20])[C:14]([C:15]([O:17]CC)=[O:16])=[C:10]2[CH:9]=[C:8]([CH3:21])[CH:7]=1.[OH-].[Na+].